Dataset: Catalyst prediction with 721,799 reactions and 888 catalyst types from USPTO. Task: Predict which catalyst facilitates the given reaction. (1) Reactant: [N:1]1C=CC=[CH:3][CH:2]=1.[C:7]([O:10][C:11](=[O:13])C)(=[O:9])[CH3:8]. Product: [C:2]([NH2:1])(=[O:9])[CH3:3].[O:10]1[CH2:7][CH2:8][NH:1][C:11]1=[O:13]. The catalyst class is: 2. (2) Reactant: [CH2:1]([O:8][C:9]([CH2:11][C:12]([NH:14][CH2:15][C:16]([OH:18])=O)=[O:13])=[O:10])[C:2]1[CH:7]=[CH:6][CH:5]=[CH:4][CH:3]=1.C(N1C=CN=C1)(N1C=CN=C1)=O.[C:31]([O:34][CH2:35][CH3:36])(=[O:33])[CH3:32].C[Si]([N-][Si](C)(C)C)(C)C.[Li+].[N-]1C=CN=C1. Product: [CH2:1]([O:8][C:9]([CH2:11][C:12]([NH:14][CH2:15][C:16](=[O:18])[CH2:32][C:31]([O:34][CH2:35][CH3:36])=[O:33])=[O:13])=[O:10])[C:2]1[CH:3]=[CH:4][CH:5]=[CH:6][CH:7]=1. The catalyst class is: 1. (3) Reactant: [F:1][C:2]1[CH:22]=[CH:21][C:5]([CH2:6][N:7]2[C:15]3[C:10](=[CH:11][C:12]([C:16]([OH:18])=O)=[CH:13][CH:14]=3)[C:9]([CH3:19])=[C:8]2[CH3:20])=[CH:4][CH:3]=1.[CH3:23][N:24]([CH3:29])[CH2:25][CH2:26][CH2:27][NH2:28].ON1C2C=CC=CC=2N=N1.N=C=N.[N-]=C=O. Product: [CH3:23][N:24]([CH3:29])[CH2:25][CH2:26][CH2:27][NH:28][C:16]([C:12]1[CH:11]=[C:10]2[C:15](=[CH:14][CH:13]=1)[N:7]([CH2:6][C:5]1[CH:4]=[CH:3][C:2]([F:1])=[CH:22][CH:21]=1)[C:8]([CH3:20])=[C:9]2[CH3:19])=[O:18]. The catalyst class is: 289. (4) Reactant: [CH:1]1([CH2:7][O:8][C:9]2[C:10]([C:21]([NH2:23])=[O:22])=[CH:11][C:12]3[C:18](=[O:19])[CH2:17][CH2:16][CH2:15][O:14][C:13]=3[CH:20]=2)[CH2:6][CH2:5][CH2:4][CH2:3][CH2:2]1.B(Cl)([C@@H]1[C@@H](C)[C@@H]2C(C)(C)[C@@H](C2)C1)[C@@H]1[C@@H](C)[C@@H]2C(C)(C)[C@@H](C2)C1.N(CCO)CCO. Product: [CH:1]1([CH2:7][O:8][C:9]2[C:10]([C:21]([NH2:23])=[O:22])=[CH:11][C:12]3[C@H:18]([OH:19])[CH2:17][CH2:16][CH2:15][O:14][C:13]=3[CH:20]=2)[CH2:2][CH2:3][CH2:4][CH2:5][CH2:6]1. The catalyst class is: 2. (5) Reactant: C(O)(=O)C.[CH3:5][O:6][C:7]1[CH:19]=[C:18]([N+:20]([O-:22])=[O:21])[CH:17]=[CH:16][C:8]=1[O:9][CH:10]1[CH2:15][CH2:14][NH:13][CH2:12][CH2:11]1.[CH3:23][C:24]([CH3:26])=O.C([BH3-])#N.[Na+]. Product: [CH:24]([N:13]1[CH2:14][CH2:15][CH:10]([O:9][C:8]2[CH:16]=[CH:17][C:18]([N+:20]([O-:22])=[O:21])=[CH:19][C:7]=2[O:6][CH3:5])[CH2:11][CH2:12]1)([CH3:26])[CH3:23]. The catalyst class is: 5.